This data is from Full USPTO retrosynthesis dataset with 1.9M reactions from patents (1976-2016). The task is: Predict the reactants needed to synthesize the given product. (1) Given the product [F:19][S:2]([F:1])([F:16])([F:18])([F:17])[C:3]1[CH:15]=[CH:14][C:6]2[S:7][C:8]([C:10]([OH:12])=[O:11])=[CH:9][C:5]=2[CH:4]=1, predict the reactants needed to synthesize it. The reactants are: [F:1][S:2]([F:19])([F:18])([F:17])([F:16])[C:3]1[CH:15]=[CH:14][C:6]2[S:7][C:8]([C:10]([O:12]C)=[O:11])=[CH:9][C:5]=2[CH:4]=1.O.[OH-].[Li+].O. (2) Given the product [OH:16][C@H:15]([CH2:17][NH:29][CH2:30][CH2:31][CH2:32][N:33]1[CH2:34][CH2:35][N:36]([CH3:39])[CH2:37][CH2:38]1)[CH2:14][O:13][C:12]1[CH:11]=[C:10]2[C:5]([C:6]([O:18][C:19]3[CH:20]=[C:21]4[C:25](=[CH:26][CH:27]=3)[NH:24][CH:23]=[C:22]4[CH3:28])=[N:7][CH:8]=[N:9]2)=[CH:4][C:3]=1[O:2][CH3:1], predict the reactants needed to synthesize it. The reactants are: [CH3:1][O:2][C:3]1[CH:4]=[C:5]2[C:10](=[CH:11][C:12]=1[O:13][CH2:14][C@H:15]1[CH2:17][O:16]1)[N:9]=[CH:8][N:7]=[C:6]2[O:18][C:19]1[CH:20]=[C:21]2[C:25](=[CH:26][CH:27]=1)[NH:24][CH:23]=[C:22]2[CH3:28].[NH2:29][CH2:30][CH2:31][CH2:32][N:33]1[CH2:38][CH2:37][N:36]([CH3:39])[CH2:35][CH2:34]1. (3) Given the product [CH2:31]([O:34][C:2]1[N:3]=[C:4]([O:29][CH3:30])[C:5]([NH:8][S:9]([C:12]2[CH:17]=[CH:16][CH:15]=[C:14]([Cl:18])[C:13]=2[Cl:19])(=[O:10])=[O:11])=[N:6][CH:7]=1)[CH:32]=[CH2:33], predict the reactants needed to synthesize it. The reactants are: Cl[C:2]1[N:3]=[C:4]([O:29][CH3:30])[C:5]([N:8](COCCO[Si](C)(C)C)[S:9]([C:12]2[CH:17]=[CH:16][CH:15]=[C:14]([Cl:18])[C:13]=2[Cl:19])(=[O:11])=[O:10])=[N:6][CH:7]=1.[CH2:31]([OH:34])[CH:32]=[CH2:33].[H-].[Na+]. (4) Given the product [CH2:30]([O:29][C:27]([NH:21][C@@H:20]([CH2:18][CH3:19])[C:24]([C:8]1([C:11]([O:13][C:14]([CH3:17])([CH3:16])[CH3:15])=[O:12])[CH2:10][CH2:9]1)=[O:23])=[O:28])[C:31]1[CH:36]=[CH:35][CH:34]=[CH:33][CH:32]=1, predict the reactants needed to synthesize it. The reactants are: C(NC(C)C)(C)C.[CH:8]1([C:11]([O:13][C:14]([CH3:17])([CH3:16])[CH3:15])=[O:12])[CH2:10][CH2:9]1.[CH2:18]([C@H:20]1[C:24](=O)[O:23]C(=O)[N:21]1[C:27]([O:29][CH2:30][C:31]1[CH:36]=[CH:35][CH:34]=[CH:33][CH:32]=1)=[O:28])[CH3:19].C(O)(=O)C.